The task is: Regression. Given a peptide amino acid sequence and an MHC pseudo amino acid sequence, predict their binding affinity value. This is MHC class I binding data.. This data is from Peptide-MHC class I binding affinity with 185,985 pairs from IEDB/IMGT. The MHC is HLA-B07:02 with pseudo-sequence HLA-B07:02. The peptide sequence is SPVSRSHSF. The binding affinity (normalized) is 0.949.